The task is: Predict the product of the given reaction.. This data is from Forward reaction prediction with 1.9M reactions from USPTO patents (1976-2016). (1) Given the reactants [CH2:1]([OH:21])[CH2:2][CH2:3][CH2:4]/[CH:5]=[CH:6]\[CH2:7]/[CH:8]=[CH:9]\[CH2:10]/[CH:11]=[CH:12]\[CH2:13]/[CH:14]=[CH:15]\[CH2:16]/[CH:17]=[CH:18]\[CH2:19][CH3:20].Br[CH:23]([CH2:27][CH3:28])[C:24]([OH:26])=[O:25].CC([O-])(C)C.[Na+].C(O)=O.Cl, predict the reaction product. The product is: [CH2:1]([O:21][CH:23]([CH2:27][CH3:28])[C:24]([OH:26])=[O:25])[CH2:2][CH2:3][CH2:4]/[CH:5]=[CH:6]\[CH2:7]/[CH:8]=[CH:9]\[CH2:10]/[CH:11]=[CH:12]\[CH2:13]/[CH:14]=[CH:15]\[CH2:16]/[CH:17]=[CH:18]\[CH2:19][CH3:20]. (2) Given the reactants Br[CH2:2][C:3]1[CH:8]=[C:7]([O:9][CH3:10])[C:6]([N+:11]([O-:13])=[O:12])=[CH:5][C:4]=1[Cl:14].ClC1C=C([N+]([O-])=O)C(OC)=CC=1C.ClC1C=C([N+]([O-])=O)C(OC)=CC=1C(Br)Br.[CH2:43]([O:45][P:46]([O:50]CC)[O:47][CH2:48][CH3:49])[CH3:44], predict the reaction product. The product is: [CH2:43]([O:45][P:46]([CH2:2][C:3]1[CH:8]=[C:7]([O:9][CH3:10])[C:6]([N+:11]([O-:13])=[O:12])=[CH:5][C:4]=1[Cl:14])(=[O:50])[O:47][CH2:48][CH3:49])[CH3:44]. (3) Given the reactants [H-].[Na+].[C:3]([O:7][C:8](=[O:13])[CH2:9][C:10]([CH3:12])=[O:11])([CH3:6])([CH3:5])[CH3:4].Br[CH2:15][C:16]([C:18]1[C:23]([F:24])=[CH:22][CH:21]=[CH:20][C:19]=1[F:25])=[O:17], predict the reaction product. The product is: [C:10]([CH:9]([CH2:15][C:16]([C:18]1[C:19]([F:25])=[CH:20][CH:21]=[CH:22][C:23]=1[F:24])=[O:17])[C:8]([O:7][C:3]([CH3:6])([CH3:4])[CH3:5])=[O:13])(=[O:11])[CH3:12]. (4) Given the reactants [CH3:1][C:2]1[CH:7]=[CH:6][C:5]([N:8]2[CH2:13][CH2:12][NH:11][CH2:10][CH2:9]2)=[CH:4][C:3]=1[N+:14]([O-:16])=[O:15].[CH2:17](Br)[CH:18]=[CH2:19], predict the reaction product. The product is: [CH2:19]([N:11]1[CH2:10][CH2:9][N:8]([C:5]2[CH:6]=[CH:7][C:2]([CH3:1])=[C:3]([N+:14]([O-:16])=[O:15])[CH:4]=2)[CH2:13][CH2:12]1)[CH:18]=[CH2:17]. (5) Given the reactants [NH2:1][CH2:2][CH2:3][N:4]1[C:8](=[O:9])/[C:7](=[CH:10]/[C:11]2[CH:16]=[CH:15][C:14]([O:17][CH2:18][CH3:19])=[CH:13][CH:12]=2)/[S:6][C:5]1=[O:20].[C:21](O[C:21]([O:23][C:24]([CH3:27])([CH3:26])[CH3:25])=[O:22])([O:23][C:24]([CH3:27])([CH3:26])[CH3:25])=[O:22].CCN(C(C)C)C(C)C.C(OC1C=CC(/C=C2/C(=O)N(CCNC(=O)C)C(=O)S/2)=CC=1)C, predict the reaction product. The product is: [CH2:18]([O:17][C:14]1[CH:15]=[CH:16][C:11](/[CH:10]=[C:7]2/[C:8](=[O:9])[N:4]([CH2:3][CH2:2][NH:1][C:21](=[O:22])[O:23][C:24]([CH3:27])([CH3:26])[CH3:25])[C:5](=[O:20])[S:6]/2)=[CH:12][CH:13]=1)[CH3:19]. (6) Given the reactants [NH2:1][C:2]1[CH:3]=[C:4]([C@H:17]([CH3:23])[CH2:18][C:19]([O:21]C)=[O:20])[CH:5]=[CH:6][C:7]=1[N:8]([CH2:13][CH:14]([CH3:16])[CH3:15])[CH2:9][CH:10]([CH3:12])[CH3:11].[N:24]1[C:33]2[C:28](=[CH:29][C:30]([NH2:34])=[CH:31][CH:32]=2)[N:27]=[CH:26][CH:25]=1.N[C:36](N)=[O:37], predict the reaction product. The product is: [CH2:13]([N:8]([CH2:9][CH:10]([CH3:11])[CH3:12])[C:7]1[CH:6]=[CH:5][C:4]([C@@H:17]([CH3:23])[CH2:18][C:19]([OH:21])=[O:20])=[CH:3][C:2]=1[NH:1][C:36]([NH:34][C:30]1[CH:29]=[C:28]2[C:33](=[CH:32][CH:31]=1)[N:24]=[CH:25][CH:26]=[N:27]2)=[O:37])[CH:14]([CH3:16])[CH3:15]. (7) Given the reactants C([O:4][C@H:5]1[C@@H:9]([O:10]C(=O)C)[C@H:8]([N:14]2[CH:22]=[N:21][C:20]3[C:15]2=[N:16][C:17]([C:40]#[N:41])=[N:18][C:19]=3[NH:23][CH2:24][CH:25]([C:33]2[CH:38]=[CH:37][C:36]([Cl:39])=[CH:35][CH:34]=2)[C:26]2[CH:31]=[CH:30][C:29]([Cl:32])=[CH:28][CH:27]=2)[O:7][C@@H:6]1[CH2:42][O:43]C(=O)C)(=O)C.N.C(=O)([O-])[O-].[Na+].[Na+], predict the reaction product. The product is: [NH2:41][CH2:40][C:17]1[N:16]=[C:15]2[C:20]([N:21]=[CH:22][N:14]2[C@H:8]2[C@H:9]([OH:10])[C@H:5]([OH:4])[C@@H:6]([CH2:42][OH:43])[O:7]2)=[C:19]([NH:23][CH2:24][CH:25]([C:33]2[CH:34]=[CH:35][C:36]([Cl:39])=[CH:37][CH:38]=2)[C:26]2[CH:27]=[CH:28][C:29]([Cl:32])=[CH:30][CH:31]=2)[N:18]=1. (8) Given the reactants [CH3:1][C:2]1[CH:7]=[CH:6][CH:5]=[C:4]([CH3:8])[C:3]=1[N:9]1[CH:13]=[C:12]([CH:14]=O)[C:11]([CH3:16])=[N:10]1.[Cl:17][C:18]1[S:22][C:21]2[C:23]3([O:29][CH2:30][C:31]([F:33])([F:32])[C:20]=2[CH:19]=1)[CH2:28][CH2:27][NH:26][CH2:25][CH2:24]3.C(O)(=O)C.C(O[BH-](OC(=O)C)OC(=O)C)(=O)C.[Na+], predict the reaction product. The product is: [Cl:17][C:18]1[S:22][C:21]2[C:23]3([CH2:24][CH2:25][N:26]([CH2:14][C:12]4[C:11]([CH3:16])=[N:10][N:9]([C:3]5[C:2]([CH3:1])=[CH:7][CH:6]=[CH:5][C:4]=5[CH3:8])[CH:13]=4)[CH2:27][CH2:28]3)[O:29][CH2:30][C:31]([F:33])([F:32])[C:20]=2[CH:19]=1. (9) The product is: [CH2:2]([C:3]1[C:4](=[O:12])[O:5][C:6]2[C:11]([C:2]=1[OH:1])=[CH:10][CH:9]=[CH:8][CH:7]=2)[C:11]1[CH:6]=[CH:7][CH:8]=[CH:9][CH:10]=1. Given the reactants [OH:1][C:2]1[C:11]2[C:6](=[CH:7][CH:8]=[CH:9][CH:10]=2)[O:5][C:4](=[O:12])[CH:3]=1, predict the reaction product. (10) Given the reactants Cl.Cl.[C:3]1([N:9]2[CH2:14][CH2:13][N:12]([C:15]([O:17][CH2:18][CH:19]3[O:24][CH2:23][CH2:22][NH:21][CH2:20]3)=[O:16])[CH2:11][CH2:10]2)[CH:8]=[CH:7][CH:6]=[CH:5][CH:4]=1.C=O.O.[C:28](O[BH-](OC(=O)C)OC(=O)C)(=O)C.[Na+], predict the reaction product. The product is: [C:3]1([N:9]2[CH2:14][CH2:13][N:12]([C:15]([O:17][CH2:18][CH:19]3[O:24][CH2:23][CH2:22][N:21]([CH3:28])[CH2:20]3)=[O:16])[CH2:11][CH2:10]2)[CH:4]=[CH:5][CH:6]=[CH:7][CH:8]=1.